This data is from Catalyst prediction with 721,799 reactions and 888 catalyst types from USPTO. The task is: Predict which catalyst facilitates the given reaction. (1) Reactant: [H-].[Na+].[CH2:3]([O:10][CH2:11][CH2:12][O:13][CH2:14][CH2:15][O:16][CH2:17][CH2:18][O:19][CH2:20][CH2:21][O:22][CH2:23][CH2:24][O:25][CH2:26][CH2:27][OH:28])[C:4]1[CH:9]=[CH:8][CH:7]=[CH:6][CH:5]=1.CS(O[CH2:34][CH2:35][CH2:36][CH2:37][CH2:38][C:39]([O:41][CH2:42][CH3:43])=[O:40])(=O)=O. Product: [CH2:42]([O:41][C:39](=[O:40])[CH:38]([O:28][CH2:27][CH2:26][O:25][CH2:24][CH2:23][O:22][CH2:21][CH2:20][O:19][CH2:18][CH2:17][O:16][CH2:15][CH2:14][O:13][CH2:12][CH2:11][O:10][CH2:3][C:4]1[CH:5]=[CH:6][CH:7]=[CH:8][CH:9]=1)[CH2:37][CH2:36][CH2:35][CH3:34])[CH3:43]. The catalyst class is: 11. (2) Reactant: [CH2:1]([C:3]1[CH:4]=[CH:5][C:6]([O:10][C:11]2[CH:16]=[CH:15][CH:14]=[C:13]([F:17])[N:12]=2)=[C:7]([OH:9])[CH:8]=1)[CH3:2].C(N(CC)CC)C.[C:25](O)(=[O:27])[CH3:26]. The catalyst class is: 9. Product: [C:25]([O:9][C:7]1[CH:8]=[C:3]([CH2:1][CH3:2])[CH:4]=[CH:5][C:6]=1[O:10][C:11]1[CH:16]=[CH:15][CH:14]=[C:13]([F:17])[N:12]=1)(=[O:27])[CH3:26]. (3) Reactant: C([N:8]1[CH2:12][CH2:11][CH:10]([CH2:13][CH:14]2[CH2:16][CH2:15]2)[C:9]1([CH3:18])[CH3:17])C1C=CC=CC=1.[ClH:19]. Product: [ClH:19].[CH:14]1([CH2:13][CH:10]2[CH2:11][CH2:12][NH:8][C:9]2([CH3:18])[CH3:17])[CH2:15][CH2:16]1. The catalyst class is: 19. (4) The catalyst class is: 3. Product: [C:18]([Si:22]([C:29]1[CH:34]=[CH:33][CH:32]=[CH:31][CH:30]=1)([C:23]1[CH:24]=[CH:25][CH:26]=[CH:27][CH:28]=1)[O:1][CH2:2][CH2:3][N:4]1[CH2:9][CH2:8][CH2:7][NH:6][C:5]1=[O:10])([CH3:21])([CH3:19])[CH3:20]. Reactant: [OH:1][CH2:2][CH2:3][N:4]1[CH2:9][CH2:8][CH2:7][NH:6][C:5]1=[O:10].C(N(CC)CC)C.[C:18]([Si:22](Cl)([C:29]1[CH:34]=[CH:33][CH:32]=[CH:31][CH:30]=1)[C:23]1[CH:28]=[CH:27][CH:26]=[CH:25][CH:24]=1)([CH3:21])([CH3:20])[CH3:19].O. (5) Reactant: Cl[C:2]1[N:7]=[C:6]([O:8][C:9]2[CH:37]=[CH:36][CH:35]=[CH:34][C:10]=2[CH2:11][NH:12][C:13]([NH:15][C:16]2[N:20]([C:21]3[CH:26]=[CH:25][C:24]([CH3:27])=[CH:23][CH:22]=3)[N:19]=[C:18]([CH:28]3[CH2:33][CH2:32][CH2:31][CH2:30][CH2:29]3)[CH:17]=2)=[O:14])[CH:5]=[CH:4][N:3]=1.C(=O)([O-])[O-].[Na+].[Na+].[NH:44]1[CH2:49][CH2:48][O:47][CH2:46][CH2:45]1. Product: [O:47]1[CH2:48][CH2:49][N:44]([C:2]2[N:7]=[C:6]([O:8][C:9]3[CH:37]=[CH:36][CH:35]=[CH:34][C:10]=3[CH2:11][NH:12][C:13]([NH:15][C:16]3[N:20]([C:21]4[CH:22]=[CH:23][C:24]([CH3:27])=[CH:25][CH:26]=4)[N:19]=[C:18]([CH:28]4[CH2:29][CH2:30][CH2:31][CH2:32][CH2:33]4)[CH:17]=3)=[O:14])[CH:5]=[CH:4][N:3]=2)[CH2:45][CH2:46]1. The catalyst class is: 8. (6) Reactant: [Br:1][C:2]1[CH:3]=[C:4]([NH2:16])[C:5]([N:8]2[CH2:13][CH2:12][O:11][C:10]([CH3:15])([CH3:14])[CH2:9]2)=[N:6][CH:7]=1.Cl[C:18]1[C:27]2[C:22](=[CH:23][C:24]([F:29])=[CH:25][C:26]=2[F:28])[N:21]=[C:20]([C:30]2[CH:35]=[CH:34][CH:33]=[CH:32][N:31]=2)[C:19]=1[CH3:36].Cl.O1CCOCC1. Product: [Br:1][C:2]1[CH:3]=[C:4]([NH:16][C:18]2[C:27]3[C:22](=[CH:23][C:24]([F:29])=[CH:25][C:26]=3[F:28])[N:21]=[C:20]([C:30]3[CH:35]=[CH:34][CH:33]=[CH:32][N:31]=3)[C:19]=2[CH3:36])[C:5]([N:8]2[CH2:13][CH2:12][O:11][C:10]([CH3:14])([CH3:15])[CH2:9]2)=[N:6][CH:7]=1. The catalyst class is: 296. (7) Reactant: [Cl:1][C:2]1[C:3]([O:21][CH2:22][CH:23]([O:26][CH3:27])[O:24][CH3:25])=[CH:4][CH:5]=[C:6]2[C:11]=1[N:10]=[C:9]([C:12]1[N:13]=[C:14]([CH:17]([CH3:19])[CH3:18])[S:15][CH:16]=1)[CH:8]=[C:7]2O.O=P(Cl)(Cl)[Cl:30].CO.C([O-])(O)=O.[Na+]. Product: [Cl:30][C:7]1[C:6]2[C:11](=[C:2]([Cl:1])[C:3]([O:21][CH2:22][CH:23]([O:26][CH3:27])[O:24][CH3:25])=[CH:4][CH:5]=2)[N:10]=[C:9]([C:12]2[N:13]=[C:14]([CH:17]([CH3:19])[CH3:18])[S:15][CH:16]=2)[CH:8]=1. The catalyst class is: 17. (8) Product: [CH3:21][O:20][C:12]1[CH:11]=[C:10]([CH2:9][OH:8])[CH:15]=[C:14]([C:16]([F:17])([F:19])[F:18])[CH:13]=1. Reactant: [H-].[Al+3].[Li+].[H-].[H-].[H-].C[O:8][C:9](=O)[C:10]1[CH:15]=[C:14]([C:16]([F:19])([F:18])[F:17])[CH:13]=[C:12]([O:20][CH3:21])[CH:11]=1.C(OCC)C. The catalyst class is: 1. (9) Reactant: [CH3:1][C:2]1[CH:11]=[C:10]([N:12]2[CH2:17][C@@H:16]([CH3:18])[O:15][C@@H:14]([CH3:19])[CH2:13]2)[CH:9]=[CH:8][C:3]=1[C:4]([O:6]C)=[O:5].[OH-].[Na+]. Product: [CH3:1][C:2]1[CH:11]=[C:10]([N:12]2[CH2:13][C@@H:14]([CH3:19])[O:15][C@@H:16]([CH3:18])[CH2:17]2)[CH:9]=[CH:8][C:3]=1[C:4]([OH:6])=[O:5]. The catalyst class is: 24. (10) Reactant: [Cl:1][C:2]1[CH:3]=[CH:4][C:5]([CH2:28][CH2:29][OH:30])=[C:6]([C:8]([C:11]2[CH:15]=[C:14]([CH2:16][O:17][Si:18]([CH:25]([CH3:27])[CH3:26])([CH:22]([CH3:24])[CH3:23])[CH:19]([CH3:21])[CH3:20])[S:13][CH:12]=2)(O)[CH3:9])[CH:7]=1.C(N(CC)C(C)C)(C)C.CS(Cl)(=O)=O.[H-].[Na+]. Product: [Cl:1][C:2]1[CH:7]=[C:6]2[C:5]([CH2:28][CH2:29][O:30][C:8]2([C:11]2[CH:15]=[C:14]([CH2:16][O:17][Si:18]([CH:25]([CH3:27])[CH3:26])([CH:19]([CH3:21])[CH3:20])[CH:22]([CH3:23])[CH3:24])[S:13][CH:12]=2)[CH3:9])=[CH:4][CH:3]=1. The catalyst class is: 2.